Dataset: Full USPTO retrosynthesis dataset with 1.9M reactions from patents (1976-2016). Task: Predict the reactants needed to synthesize the given product. (1) The reactants are: [N:1]1[CH:6]=[CH:5][CH:4]=[CH:3][C:2]=1[CH2:7][S:8][C:9]1[CH:14]=[CH:13][C:12]([NH:15]N)=[CH:11][CH:10]=1.[CH2:17]([O:19][C:20](=[O:30])[CH2:21][C:22](=O)[CH2:23][S:24][C:25]([CH3:28])([CH3:27])[CH3:26])[CH3:18]. Given the product [CH2:17]([O:19][C:20](=[O:30])[CH2:21][C:22]1[NH:15][C:12]2[C:13]([C:23]=1[S:24][C:25]([CH3:28])([CH3:27])[CH3:26])=[CH:14][C:9]([S:8][CH2:7][C:2]1[CH:3]=[CH:4][CH:5]=[CH:6][N:1]=1)=[CH:10][CH:11]=2)[CH3:18], predict the reactants needed to synthesize it. (2) Given the product [C:14]([CH2:2][C:3]1[C:8]([CH3:9])=[CH:7][C:6]([CH3:10])=[C:5]([CH2:11][C:35]#[N:37])[C:4]=1[CH3:13])#[N:15], predict the reactants needed to synthesize it. The reactants are: Br[CH2:2][C:3]1[C:8]([CH3:9])=[CH:7][C:6]([CH3:10])=[C:5]([CH2:11]Br)[C:4]=1[CH3:13].[C-:14]#[N:15].[K+].C1OCCOCCOCCOCCOCCOC1.[C:35](#[N:37])C.